From a dataset of Forward reaction prediction with 1.9M reactions from USPTO patents (1976-2016). Predict the product of the given reaction. (1) Given the reactants [CH:1]([C:4]1[CH:9]=[CH:8][C:7]([CH:10]2[C:14]3[CH:15]=[C:16]([NH2:21])[C:17]([CH3:20])=[C:18]([CH3:19])[C:13]=3[O:12][CH2:11]2)=[CH:6][CH:5]=1)([CH3:3])[CH3:2].[Br:22]N1C(=O)CCC1=O, predict the reaction product. The product is: [Br:22][C:15]1[C:14]2[CH:10]([C:7]3[CH:8]=[CH:9][C:4]([CH:1]([CH3:3])[CH3:2])=[CH:5][CH:6]=3)[CH2:11][O:12][C:13]=2[C:18]([CH3:19])=[C:17]([CH3:20])[C:16]=1[NH2:21]. (2) Given the reactants [F:1][C:2]([F:39])([F:38])[C:3]1[CH:4]=[C:5]([CH:31]=[C:32]([C:34]([F:37])([F:36])[F:35])[CH:33]=1)[CH2:6][N:7]1[CH2:14][CH2:13][CH2:12][NH:11][C:10]2[N:15]=[C:16](S(C)(=O)=O)[N:17]=[C:18]([C:19]3[CH:24]=[CH:23][C:22]([F:25])=[CH:21][CH:20]=3)[C:9]=2[C:8]1=[O:30].[C:40]([N:43]1[CH2:48][CH2:47][NH:46][CH2:45][CH2:44]1)(=[O:42])[CH3:41], predict the reaction product. The product is: [C:40]([N:43]1[CH2:48][CH2:47][N:46]([C:16]2[N:17]=[C:18]([C:19]3[CH:20]=[CH:21][C:22]([F:25])=[CH:23][CH:24]=3)[C:9]3[C:8](=[O:30])[N:7]([CH2:6][C:5]4[CH:31]=[C:32]([C:34]([F:35])([F:36])[F:37])[CH:33]=[C:3]([C:2]([F:1])([F:39])[F:38])[CH:4]=4)[CH2:14][CH2:13][CH2:12][NH:11][C:10]=3[N:15]=2)[CH2:45][CH2:44]1)(=[O:42])[CH3:41].